From a dataset of Reaction yield outcomes from USPTO patents with 853,638 reactions. Predict the reaction yield, written as a fraction of the theoretical maximum amount of product (1.0 means a 100% yield; for example, 0.34 means a 34% yield). (1) The reactants are [C:1]([N:4]1[CH2:8][CH2:7][C@H:6]([O:9][C:10]2[CH:15]=[C:14]([CH3:16])[C:13]([C:17]3[CH:22]=[CH:21][CH:20]=[C:19]([CH2:23][O:24][C:25]4[CH:38]=[CH:37][C:28]5[C@H:29]([CH2:32][C:33]([O:35]C)=[O:34])[CH2:30][O:31][C:27]=5[CH:26]=4)[CH:18]=3)=[C:12]([CH3:39])[CH:11]=2)[CH2:5]1)(=[O:3])[CH3:2].[OH-].[Li+]. The catalyst is O1CCCC1.CO. The product is [C:1]([N:4]1[CH2:8][CH2:7][C@H:6]([O:9][C:10]2[CH:11]=[C:12]([CH3:39])[C:13]([C:17]3[CH:22]=[CH:21][CH:20]=[C:19]([CH2:23][O:24][C:25]4[CH:38]=[CH:37][C:28]5[C@H:29]([CH2:32][C:33]([OH:35])=[O:34])[CH2:30][O:31][C:27]=5[CH:26]=4)[CH:18]=3)=[C:14]([CH3:16])[CH:15]=2)[CH2:5]1)(=[O:3])[CH3:2]. The yield is 0.513. (2) The reactants are [BH4-].[Na+].[CH2:3]([O:10][C:11]1[CH:16]=[C:15](/[CH:17]=[CH:18]/[N+:19]([O-:21])=[O:20])[CH:14]=[C:13]([F:22])[CH:12]=1)[C:4]1[CH:9]=[CH:8][CH:7]=[CH:6][CH:5]=1. The catalyst is C(Cl)(Cl)Cl.C(O)(C)C. The product is [CH2:3]([O:10][C:11]1[CH:16]=[C:15]([CH2:17][CH2:18][N+:19]([O-:21])=[O:20])[CH:14]=[C:13]([F:22])[CH:12]=1)[C:4]1[CH:5]=[CH:6][CH:7]=[CH:8][CH:9]=1. The yield is 0.433. (3) The reactants are O[CH2:2][CH2:3][C:4]1[N:13]=[C:12]2[C:7]([CH2:8][CH2:9][CH2:10][NH:11]2)=[CH:6][CH:5]=1.S(Cl)([Cl:16])=O. The catalyst is C1C=CC=CC=1. The product is [Cl:16][CH2:2][CH2:3][C:4]1[N:13]=[C:12]2[C:7]([CH2:8][CH2:9][CH2:10][NH:11]2)=[CH:6][CH:5]=1. The yield is 0.900.